Dataset: Reaction yield outcomes from USPTO patents with 853,638 reactions. Task: Predict the reaction yield, written as a fraction of the theoretical maximum amount of product (1.0 means a 100% yield; for example, 0.34 means a 34% yield). (1) The reactants are [NH:1]1[C:9]2[C:4](=[CH:5][CH:6]=[CH:7][CH:8]=2)[C:3]([C:10]([OH:12])=O)=[N:2]1.C1N=CN(C(N2C=NC=C2)=O)C=1.[NH2:25][CH:26]1[CH2:31][CH2:30][N:29]([CH2:32][C:33]2[CH:38]=[CH:37][CH:36]=[CH:35][CH:34]=2)[CH2:28][CH2:27]1. The catalyst is CN(C=O)C. The product is [CH2:32]([N:29]1[CH2:30][CH2:31][CH:26]([NH:25][C:10]([C:3]2[C:4]3[C:9](=[CH:8][CH:7]=[CH:6][CH:5]=3)[NH:1][N:2]=2)=[O:12])[CH2:27][CH2:28]1)[C:33]1[CH:34]=[CH:35][CH:36]=[CH:37][CH:38]=1. The yield is 0.851. (2) The reactants are N([O-])=O.[Na+].[Cl:5][C:6]1[C:12]([F:13])=[CH:11][C:10]([F:14])=[CH:9][C:7]=1N.C(O)(=O)C.[S:19](=[O:21])=[O:20].[ClH:22]. The catalyst is O.[Cu]Cl. The product is [Cl:5][C:6]1[C:12]([F:13])=[CH:11][C:10]([F:14])=[CH:9][C:7]=1[S:19]([Cl:22])(=[O:21])=[O:20]. The yield is 0.480. (3) The product is [NH2:3][C@@:2]([C:8]1[CH:17]=[CH:16][C:15]2[C:10](=[CH:11][CH:12]=[C:13]([O:22][CH:23]3[CH2:28][CH2:27][C:26]4([CH2:33][CH2:32][CH2:31][CH2:30][CH2:29]4)[CH2:25][CH2:24]3)[C:14]=2[C:18]([F:20])([F:21])[F:19])[CH:9]=1)([CH3:1])[CH2:6][OH:5]. The reactants are [CH3:1][C@@:2]1([C:8]2[CH:17]=[CH:16][C:15]3[C:10](=[CH:11][CH:12]=[C:13]([O:22][CH:23]4[CH2:28][CH2:27][C:26]5([CH2:33][CH2:32][CH2:31][CH2:30][CH2:29]5)[CH2:25][CH2:24]4)[C:14]=3[C:18]([F:21])([F:20])[F:19])[CH:9]=2)[CH2:6][O:5]C(=O)[NH:3]1.[OH-].[Li+].C(O)C.O. No catalyst specified. The yield is 0.660. (4) The reactants are C[O:2][C:3](=[O:17])[C@@H:4]1[CH2:8][CH:7]([OH:9])[CH2:6][N:5]1[C:10]([O:12][C:13]([CH3:16])(C)C)=[O:11].[H-].[Na+].[CH3:20]I.[OH-].[Li+].ClC(OCC1[C:41]2[CH:40]=[CH:39][CH:38]=[CH:37][C:36]=2[C:35]2[C:30]1=[CH:31][CH:32]=[CH:33][CH:34]=2)=O. The catalyst is C1COCC1.CO.O.O1CCOCC1. The product is [C:10]([N:5]1[CH2:6][CH:7]([O:9][CH3:20])[CH2:8][C@H:4]1[C:3]([OH:2])=[O:17])([O:12][CH2:13][CH:16]1[C:34]2[C:35](=[CH:30][CH:31]=[CH:32][CH:33]=2)[C:36]2[C:37]1=[CH:38][CH:39]=[CH:40][CH:41]=2)=[O:11]. The yield is 0.550. (5) No catalyst specified. The reactants are [Cl:1][C:2]1[CH:24]=[CH:23][C:5]([O:6][C:7]2[CH:12]=[CH:11][C:10]([CH2:13][CH2:14][NH:15][C:16]3[NH:17][CH:18]=[CH:19][C:20](=[O:22])[N:21]=3)=[CH:9][CH:8]=2)=[CH:4][C:3]=1[C:25]([F:28])([F:27])[F:26].[CH2:29]=O.[NH:31]1[CH2:35][CH2:34][CH2:33][CH2:32]1. The yield is 0.730. The product is [Cl:1][C:2]1[CH:24]=[CH:23][C:5]([O:6][C:7]2[CH:8]=[CH:9][C:10]([CH2:13][CH2:14][NH:15][C:16]3[NH:17][CH:18]=[C:19]([CH2:29][N:31]4[CH2:35][CH2:34][CH2:33][CH2:32]4)[C:20](=[O:22])[N:21]=3)=[CH:11][CH:12]=2)=[CH:4][C:3]=1[C:25]([F:26])([F:28])[F:27]. (6) The reactants are [CH3:1][CH2:2][C:3]([C:5]1[CH:10]=[C:9]([Cl:11])[CH:8]=[C:7]([Cl:12])[CH:6]=1)=[O:4].BrBr.[NH2:15][C:16]([CH3:20])([CH3:19])[CH2:17][OH:18]. The catalyst is C(Cl)Cl.C(OCC)C. The product is [Cl:11][C:9]1[CH:10]=[C:5]([C:3]2([OH:4])[O:18][CH2:17][C:16]([CH3:20])([CH3:19])[NH:15][CH:2]2[CH3:1])[CH:6]=[C:7]([Cl:12])[CH:8]=1. The yield is 0.460.